Dataset: Reaction yield outcomes from USPTO patents with 853,638 reactions. Task: Predict the reaction yield, written as a fraction of the theoretical maximum amount of product (1.0 means a 100% yield; for example, 0.34 means a 34% yield). (1) The catalyst is C(#N)C.ClCCl. The reactants are [C:1]1([CH3:11])[CH:6]=[CH:5][CH:4]=[CH:3][C:2]=1[NH:7][C:8]([NH2:10])=[S:9].C(=O)([O-])[O-].[Cs+].[Cs+].[N:18]([CH2:21][CH2:22][C:23]1[CH:24]=[C:25]([C:29]2[N:33]=[CH:32][N:31]([C:34]3[CH:39]=[CH:38][C:37]([O:40][C:41]([F:44])([F:43])[F:42])=[CH:36][CH:35]=3)[N:30]=2)[CH:26]=[CH:27][CH:28]=1)=[C:19]=[O:20]. The yield is 0.370. The product is [C:1]1([CH3:11])[CH:6]=[CH:5][CH:4]=[CH:3][C:2]=1[NH:7][C:8]([NH:10][C:19]([NH:18][CH2:21][CH2:22][C:23]1[CH:28]=[CH:27][CH:26]=[C:25]([C:29]2[N:33]=[CH:32][N:31]([C:34]3[CH:39]=[CH:38][C:37]([O:40][C:41]([F:44])([F:42])[F:43])=[CH:36][CH:35]=3)[N:30]=2)[CH:24]=1)=[O:20])=[S:9]. (2) The reactants are [C:1]([O:7][CH2:8][CH2:9][O:10][CH3:11])(=[O:6])[CH2:2][C:3]([CH3:5])=O.[Br:12][C:13]1[CH:14]=[C:15]([CH:18]=[CH:19][CH:20]=1)[CH:16]=O.[NH4+:21].[OH-:22]. The catalyst is CCO.C(Cl)Cl. The product is [Br:12][C:13]1[CH:14]=[C:15]([CH:16]2[C:2]([C:1]([O:7][CH2:8][CH2:9][O:10][CH3:11])=[O:6])=[C:3]([CH3:5])[NH:21][C:3]([CH3:5])=[C:2]2[C:1]([O:7][CH2:8][CH2:9][O:10][CH3:11])=[O:22])[CH:18]=[CH:19][CH:20]=1. The yield is 0.760. (3) The reactants are [S:1]1[C:5]2[CH:6]=[C:7]([N:10]3[CH:14]=[CH:13][NH:12][C:11]3=[O:15])[CH:8]=[CH:9][C:4]=2[N:3]=[CH:2]1.I[C:17]1[CH:18]=[N:19][CH:20]=[CH:21][C:22]=1[CH3:23].N[C@@H]1CCCC[C@H]1N.P([O-])([O-])([O-])=O.[K+].[K+].[K+]. The catalyst is [Cu](I)I.O1CCOCC1. The product is [S:1]1[C:5]2[CH:6]=[C:7]([N:10]3[CH:14]=[CH:13][N:12]([C:17]4[CH:18]=[N:19][CH:20]=[CH:21][C:22]=4[CH3:23])[C:11]3=[O:15])[CH:8]=[CH:9][C:4]=2[N:3]=[CH:2]1. The yield is 0.0663. (4) The reactants are [OH:1][C:2]1[C:11]2[C:6](=[CH:7][C:8]([C:12]#[C:13][Si](C)(C)C)=[CH:9][CH:10]=2)[N:5]([CH3:18])[C:4](=[O:19])[C:3]=1[C:20]([NH:22][CH2:23][C:24]([O:26]C)=[O:25])=[O:21].CN(C)C=O.[F-].[Cs+].[H][H]. The catalyst is CO.[Pd]. The product is [CH2:12]([C:8]1[CH:7]=[C:6]2[C:11]([C:2]([OH:1])=[C:3]([C:20]([NH:22][CH2:23][C:24]([OH:26])=[O:25])=[O:21])[C:4](=[O:19])[N:5]2[CH3:18])=[CH:10][CH:9]=1)[CH3:13]. The yield is 0.380. (5) The reactants are [N+:1]([C:4]1[CH:5]=[C:6]([CH2:10][C:11]2[C:19]3[C:14](=[CH:15][CH:16]=[CH:17][CH:18]=3)[N:13]([CH2:20][C:21]([O:23]CC)=[O:22])[CH:12]=2)[CH:7]=[CH:8][CH:9]=1)([O-:3])=[O:2].[OH-].[Na+].Cl. The catalyst is C1COCC1.CCO. The product is [N+:1]([C:4]1[CH:5]=[C:6]([CH2:10][C:11]2[C:19]3[C:14](=[CH:15][CH:16]=[CH:17][CH:18]=3)[N:13]([CH2:20][C:21]([OH:23])=[O:22])[CH:12]=2)[CH:7]=[CH:8][CH:9]=1)([O-:3])=[O:2]. The yield is 0.690.